From a dataset of Catalyst prediction with 721,799 reactions and 888 catalyst types from USPTO. Predict which catalyst facilitates the given reaction. (1) The catalyst class is: 106. Product: [F:19][C:13]1[C:14]([F:18])=[CH:15][CH:16]=[CH:17][C:12]=1[N:11]1[CH:26]=[N:21][N:20]=[C:10]1[C:8]1[CH:9]=[C:5]([C:3]([OH:2])=[O:4])[NH:6][CH:7]=1. Reactant: C[O:2][C:3]([C:5]1[N:6](S(C)(=O)=O)[CH:7]=[C:8]([C:10](=[N:20][NH2:21])[NH:11][C:12]2[CH:17]=[CH:16][CH:15]=[C:14]([F:18])[C:13]=2[F:19])[CH:9]=1)=[O:4].[CH:26](OCC)(OCC)OCC.C([O-])(O)=O.[Na+]. (2) Reactant: [Cl:1][C:2]1[CH:7]=[CH:6][C:5]([N:8]2[C:17](=[O:18])[C:16]3[C:11](=[CH:12][CH:13]=[CH:14][CH:15]=3)[N:10]=[C:9]2[C:19]2[CH:20]=[N:21][C:22](Cl)=[CH:23][CH:24]=2)=[CH:4][CH:3]=1.[CH3:26]B1OB(C)OB(C)O1.C([O-])([O-])=O.[K+].[K+]. Product: [Cl:1][C:2]1[CH:3]=[CH:4][C:5]([N:8]2[C:17](=[O:18])[C:16]3[C:11](=[CH:12][CH:13]=[CH:14][CH:15]=3)[N:10]=[C:9]2[C:19]2[CH:20]=[N:21][C:22]([CH3:26])=[CH:23][CH:24]=2)=[CH:6][CH:7]=1. The catalyst class is: 77. (3) Reactant: [C:1]([C:3]1[CH:4]=[C:5]([CH:10]=[C:11]([CH3:13])[N:12]=1)[C:6](OC)=[O:7])#[N:2].[BH4-].[Na+]. Product: [OH:7][CH2:6][C:5]1[CH:10]=[C:11]([CH3:13])[N:12]=[C:3]([C:1]#[N:2])[CH:4]=1. The catalyst class is: 92. (4) Reactant: [C:1]([Si:5]([CH3:30])([CH3:29])[O:6][C@H:7]1[CH2:15][CH2:14][CH2:13][C@@:12]2([CH3:16])[C@H:8]1[CH2:9][CH2:10][C@@H:11]2[C:17](=[CH2:28])[CH2:18][CH2:19][O:20][Si:21]([C:24]([CH3:27])([CH3:26])[CH3:25])([CH3:23])[CH3:22])([CH3:4])([CH3:3])[CH3:2].[N+](=[CH:33][C:34]([O:36][CH2:37][CH3:38])=[O:35])=[N-]. Product: [CH2:37]([O:36][C:34]([CH:33]1[CH2:28][C:17]1([CH2:18][CH2:19][O:20][Si:21]([C:24]([CH3:25])([CH3:27])[CH3:26])([CH3:22])[CH3:23])[C@@H:11]1[C@:12]2([CH3:16])[C@H:8]([C@@H:7]([O:6][Si:5]([C:1]([CH3:4])([CH3:2])[CH3:3])([CH3:29])[CH3:30])[CH2:15][CH2:14][CH2:13]2)[CH2:9][CH2:10]1)=[O:35])[CH3:38]. The catalyst class is: 4. (5) Reactant: [C:1]1([S:7][CH:8]([S:16][C:17]2[CH:22]=[CH:21][CH:20]=[CH:19][CH:18]=2)[S:9][C:10]2[CH:15]=[CH:14][CH:13]=[CH:12][CH:11]=2)[CH:6]=[CH:5][CH:4]=[CH:3][CH:2]=1.C([Li:27])CCC.[Cl-].[NH4+]. Product: [C:17]1([S:16][C:8]([Li:27])([S:7][C:1]2[CH:2]=[CH:3][CH:4]=[CH:5][CH:6]=2)[S:9][C:10]2[CH:15]=[CH:14][CH:13]=[CH:12][CH:11]=2)[CH:22]=[CH:21][CH:20]=[CH:19][CH:18]=1. The catalyst class is: 323.